From a dataset of Forward reaction prediction with 1.9M reactions from USPTO patents (1976-2016). Predict the product of the given reaction. Given the reactants Br[C:2]1[C:3](=[O:13])[C:4]2[C:9]([C:10](=[O:12])[CH:11]=1)=[CH:8][CH:7]=[CH:6][CH:5]=2.[CH3:14][C:15]1[CH:22]=[CH:21][C:18]([CH2:19][NH2:20])=[CH:17][CH:16]=1, predict the reaction product. The product is: [CH3:14][C:15]1[CH:22]=[CH:21][C:18]([CH2:19][NH:20][C:2]2[C:3](=[O:13])[C:4]3[C:9]([C:10](=[O:12])[CH:11]=2)=[CH:8][CH:7]=[CH:6][CH:5]=3)=[CH:17][CH:16]=1.